This data is from Catalyst prediction with 721,799 reactions and 888 catalyst types from USPTO. The task is: Predict which catalyst facilitates the given reaction. (1) Product: [CH:17]1([C:14]2[CH:15]=[C:16]3[C:11](=[CH:12][CH:13]=2)[N:10]([CH3:20])[CH:9]=[C:8]3[C:6]([OH:7])=[O:5])[CH2:18][CH2:19]1. Reactant: [OH-].[Na+].C([O:5][C:6]([C:8]1[C:16]2[C:11](=[CH:12][CH:13]=[C:14]([CH:17]3[CH2:19][CH2:18]3)[CH:15]=2)[N:10]([CH3:20])[CH:9]=1)=[O:7])C.Cl. The catalyst class is: 8. (2) Reactant: [CH3:1][C:2]1[N:7]=[C:6]2[S:8][C:9]3[CH2:14][CH2:13][CH2:12][CH2:11][C:10]=3[C:5]2=[C:4]([C:15]2[CH:20]=[CH:19][C:18]([CH3:21])=[CH:17][CH:16]=2)[C:3]=1[CH:22]([CH2:27][C:28](C)([CH3:30])[CH3:29])[C:23]([O:25]C)=[O:24].[OH-].[Na+]. Product: [CH3:1][C:2]1[N:7]=[C:6]2[S:8][C:9]3[CH2:14][CH2:13][CH2:12][CH2:11][C:10]=3[C:5]2=[C:4]([C:15]2[CH:16]=[CH:17][C:18]([CH3:21])=[CH:19][CH:20]=2)[C:3]=1[CH:22]([CH2:27][CH:28]([CH3:30])[CH3:29])[C:23]([OH:25])=[O:24]. The catalyst class is: 24. (3) Reactant: [NH2:1][C:2]1[CH:7]=[CH:6][C:5]([C:8]2[CH:9]=[C:10]3[C:14](=[CH:15][CH:16]=2)[C:13](=[O:17])[N:12]([C@@H:18]([CH:23]([CH3:25])[CH3:24])[C:19]([O:21][CH3:22])=[O:20])[CH2:11]3)=[CH:4][CH:3]=1.[F:26][C:27]1[CH:32]=[CH:31][C:30]([N:33]=[C:34]=[O:35])=[CH:29][CH:28]=1. Product: [F:26][C:27]1[CH:32]=[CH:31][C:30]([NH:33][C:34](=[O:35])[NH:1][C:2]2[CH:7]=[CH:6][C:5]([C:8]3[CH:9]=[C:10]4[C:14](=[CH:15][CH:16]=3)[C:13](=[O:17])[N:12]([C@@H:18]([CH:23]([CH3:25])[CH3:24])[C:19]([O:21][CH3:22])=[O:20])[CH2:11]4)=[CH:4][CH:3]=2)=[CH:29][CH:28]=1. The catalyst class is: 4. (4) Reactant: [Li+].CC([N-]C(C)C)C.[CH2:9]([O:11][C:12]([C:14]1[N:15]=[C:16]([Br:22])[N:17]([CH:19]([CH3:21])[CH3:20])[CH:18]=1)=[O:13])[CH3:10].[C:23]([C:25]1[CH:32]=[CH:31][C:28]([CH:29]=[O:30])=[CH:27][CH:26]=1)#[N:24]. Product: [CH2:9]([O:11][C:12]([C:14]1[N:15]=[C:16]([Br:22])[N:17]([CH:19]([CH3:21])[CH3:20])[C:18]=1[CH:29]([C:28]1[CH:31]=[CH:32][C:25]([C:23]#[N:24])=[CH:26][CH:27]=1)[OH:30])=[O:13])[CH3:10]. The catalyst class is: 1. (5) Reactant: [CH:1]1([Mg]Br)[CH2:3][CH2:2]1.C1COCC1.[N:11]1[C:18]([Cl:19])=[N:17][C:15](Cl)=[N:14][C:12]=1[Cl:13]. Product: [Cl:13][C:12]1[N:11]=[C:18]([Cl:19])[N:17]=[C:15]([CH:1]2[CH2:2][CH2:3]2)[N:14]=1. The catalyst class is: 46. (6) Reactant: [CH:1](NC(C)C)(C)C.C([Li])CCC.CCCCCC.[CH2:19]([O:21][C:22]([CH:24]1[CH2:29][CH2:28][N:27]([C:30](=[O:37])[C:31]2[CH:36]=[CH:35][CH:34]=[CH:33][CH:32]=2)[CH2:26][CH2:25]1)=[O:23])[CH3:20].CI. Product: [CH2:19]([O:21][C:22]([C:24]1([CH3:1])[CH2:25][CH2:26][N:27]([C:30](=[O:37])[C:31]2[CH:32]=[CH:33][CH:34]=[CH:35][CH:36]=2)[CH2:28][CH2:29]1)=[O:23])[CH3:20]. The catalyst class is: 7.